Dataset: Catalyst prediction with 721,799 reactions and 888 catalyst types from USPTO. Task: Predict which catalyst facilitates the given reaction. (1) Reactant: [C:1]([O:5][C:6]([N:8]1[CH2:12][CH:11]([C:13]2[CH:18]=[CH:17][C:16]([Cl:19])=[C:15]([Cl:20])[CH:14]=2)[CH:10](C(O)=O)[CH2:9]1)=[O:7])([CH3:4])([CH3:3])[CH3:2].C1C=CC(P([N:38]=[N+]=[N-])(C2C=CC=CC=2)=O)=CC=1.C(N(CC)CC)C.[OH-].[Na+]. Product: [NH2:38][C@@H:10]1[C@@H:11]([C:13]2[CH:18]=[CH:17][C:16]([Cl:19])=[C:15]([Cl:20])[CH:14]=2)[CH2:12][N:8]([C:6]([O:5][C:1]([CH3:4])([CH3:3])[CH3:2])=[O:7])[CH2:9]1. The catalyst class is: 93. (2) Reactant: [C:1]1([S:7]([CH:10]2[CH2:16][CH:15]3[N:17](C(OC(C)(C)C)=O)[CH:12]([CH2:13][CH2:14]3)[CH2:11]2)(=[O:9])=[O:8])[CH:6]=[CH:5][CH:4]=[CH:3][CH:2]=1.CO.[ClH:27]. Product: [ClH:27].[C:1]1([S:7]([CH:10]2[CH2:11][CH:12]3[NH:17][CH:15]([CH2:14][CH2:13]3)[CH2:16]2)(=[O:9])=[O:8])[CH:2]=[CH:3][CH:4]=[CH:5][CH:6]=1. The catalyst class is: 5. (3) Reactant: [Cl:1][C:2]1[CH:3]=[C:4]([CH:7]=[C:8]([O:10][CH3:11])[CH:9]=1)[CH:5]=[O:6].[BH4-].[Na+].Cl.[H][H]. The catalyst class is: 8. Product: [Cl:1][C:2]1[CH:3]=[C:4]([CH:7]=[C:8]([O:10][CH3:11])[CH:9]=1)[CH2:5][OH:6]. (4) Reactant: Cl.[NH2:2][C:3]1[CH:4]=[N:5][C:6]2[C:11]([C:12]=1[OH:13])=[CH:10][CH:9]=[C:8]([Br:14])[CH:7]=2.C(N(CC)CC)C.[CH2:22]([O:24][CH2:25][C:26](Cl)=[O:27])[CH3:23]. Product: [Br:14][C:8]1[CH:7]=[C:6]2[C:11]([C:12]([OH:13])=[C:3]([NH:2][C:26](=[O:27])[CH2:25][O:24][CH2:22][CH3:23])[CH:4]=[N:5]2)=[CH:10][CH:9]=1. The catalyst class is: 4. (5) Reactant: [NH2:1][C@@H:2]1[CH2:7][CH2:6][C@H:5]([C:8]([OH:10])=[O:9])[CH2:4][CH2:3]1.C(=O)([O-])[O-].[K+].[K+].[CH2:17](Br)[C:18]1[CH:23]=[CH:22][CH:21]=[CH:20][CH:19]=1. The catalyst class is: 10. Product: [CH2:17]([N:1]([C@@H:2]1[CH2:7][CH2:6][C@H:5]([C:8]([O:10][CH2:8][C:5]2[CH:6]=[CH:7][CH:2]=[CH:3][CH:4]=2)=[O:9])[CH2:4][CH2:3]1)[CH2:17][C:18]1[CH:23]=[CH:22][CH:21]=[CH:20][CH:19]=1)[C:18]1[CH:23]=[CH:22][CH:21]=[CH:20][CH:19]=1. (6) Reactant: [O:1]=[C:2]1[NH:7][C:6]2[CH:8]=[C:9]([C:12]3[CH2:18][C@H:17]4[N:14]([C:15](=[O:22])[C@@H:16]4[C@H:19]([OH:21])[CH3:20])[C:13]=3[C:23]([O-:25])=[O:24])[CH:10]=[CH:11][C:5]=2[O:4][CH2:3]1.[Na+].[C:27]([O:33][CH2:34]I)(=[O:32])[C:28]([CH3:31])([CH3:30])[CH3:29].C(OCC)(=O)C. Product: [O:1]=[C:2]1[NH:7][C:6]2[CH:8]=[C:9]([C:12]3[CH2:18][C@H:17]4[N:14]([C:15](=[O:22])[C@@H:16]4[C@H:19]([OH:21])[CH3:20])[C:13]=3[C:23]([O:25][CH2:34][O:33][C:27](=[O:32])[C:28]([CH3:31])([CH3:30])[CH3:29])=[O:24])[CH:10]=[CH:11][C:5]=2[O:4][CH2:3]1. The catalyst class is: 3. (7) Reactant: C1(P(C2CCCCC2)C2C=CC=CC=2C2C(C(C)C)=CC(C(C)C)=CC=2C(C)C)CCCCC1.[O:35]1[CH2:40][CH2:39][N:38]([C:41]2[C:46]([NH2:47])=[CH:45][C:44]([N:48]3[CH2:53][CH2:52][O:51][CH2:50][CH2:49]3)=[CH:43][N:42]=2)[CH2:37][CH2:36]1.Cl[C:55]1[C:64]2[C:59](=[CH:60][C:61]([F:66])=[CH:62][C:63]=2[F:65])[N:58]=[C:57]([C:67]2[CH:72]=[CH:71][N:70]=[C:69]([N:73]3[CH2:78][CH2:77][N:76]([CH3:79])[CH2:75][CH2:74]3)[CH:68]=2)[C:56]=1[CH3:80].CC(C)([O-])C.[Na+]. Product: [O:35]1[CH2:40][CH2:39][N:38]([C:41]2[C:46]([NH:47][C:55]3[C:64]4[C:59](=[CH:60][C:61]([F:66])=[CH:62][C:63]=4[F:65])[N:58]=[C:57]([C:67]4[CH:72]=[CH:71][N:70]=[C:69]([N:73]5[CH2:78][CH2:77][N:76]([CH3:79])[CH2:75][CH2:74]5)[CH:68]=4)[C:56]=3[CH3:80])=[CH:45][C:44]([N:48]3[CH2:49][CH2:50][O:51][CH2:52][CH2:53]3)=[CH:43][N:42]=2)[CH2:37][CH2:36]1. The catalyst class is: 101.